From a dataset of Forward reaction prediction with 1.9M reactions from USPTO patents (1976-2016). Predict the product of the given reaction. (1) The product is: [CH3:1][O:2][C:3](=[O:15])[C:4]1[CH:12]=[C:11]([O:13][CH3:14])[CH:10]=[C:6]([CH2:7][OH:8])[CH:5]=1. Given the reactants [CH3:1][O:2][C:3](=[O:15])[C:4]1[CH:12]=[C:11]([O:13][CH3:14])[CH:10]=[C:6]([C:7](O)=[O:8])[CH:5]=1.B, predict the reaction product. (2) The product is: [NH2:2][CH:3]1[CH2:8][CH2:7][N:6]([C:9]2([CH3:21])[CH2:13][CH2:12][N:11]([C:14]([O:16][C:17]([CH3:20])([CH3:19])[CH3:18])=[O:15])[CH2:10]2)[CH2:5][CH2:4]1. Given the reactants O[N:2]=[C:3]1[CH2:8][CH2:7][N:6]([C:9]2([CH3:21])[CH2:13][CH2:12][N:11]([C:14]([O:16][C:17]([CH3:20])([CH3:19])[CH3:18])=[O:15])[CH2:10]2)[CH2:5][CH2:4]1, predict the reaction product. (3) Given the reactants [NH2:1][C:2]1[N:7]=[C:6]([CH3:8])[N:5]=[C:4]([C:9]2[CH:10]=[C:11]([C:25](=[O:27])[CH3:26])[CH:12]=[N:13][C:14]=2[NH:15][C:16]2[CH:17]=[N:18][C:19]([Cl:24])=[C:20]([O:22][CH3:23])[CH:21]=2)[N:3]=1.[CH3:28][Mg]Br, predict the reaction product. The product is: [NH2:1][C:2]1[N:7]=[C:6]([CH3:8])[N:5]=[C:4]([C:9]2[CH:10]=[C:11]([C:25]([OH:27])([CH3:28])[CH3:26])[CH:12]=[N:13][C:14]=2[NH:15][C:16]2[CH:17]=[N:18][C:19]([Cl:24])=[C:20]([O:22][CH3:23])[CH:21]=2)[N:3]=1. (4) Given the reactants [NH2:1][CH:2]([CH3:12])[CH2:3][C:4]1[CH:5]=[C:6]([CH2:10][OH:11])[CH:7]=[CH:8][CH:9]=1.CS([C:16]1[N:21]=[C:20]([NH:22][C:23]2[N:28]([CH3:29])[C:27](=[O:30])[CH:26]=[C:25]([C:31]3[CH:36]=[CH:35][CH:34]=[CH:33][CH:32]=3)[N:24]=2)[CH:19]=[CH:18][N:17]=1)=O.CCOC(C)=O, predict the reaction product. The product is: [OH:11][CH2:10][C:6]1[CH:5]=[C:4]([CH2:3][CH:2]([NH:1][C:16]2[N:21]=[C:20]([NH:22][C:23]3[N:28]([CH3:29])[C:27](=[O:30])[CH:26]=[C:25]([C:31]4[CH:32]=[CH:33][CH:34]=[CH:35][CH:36]=4)[N:24]=3)[CH:19]=[CH:18][N:17]=2)[CH3:12])[CH:9]=[CH:8][CH:7]=1.